From a dataset of Forward reaction prediction with 1.9M reactions from USPTO patents (1976-2016). Predict the product of the given reaction. (1) The product is: [CH3:12][CH:8]1[CH2:7][C:6]2[C:10](=[C:2]([C:18]3[CH:19]=[CH:20][C:15]([CH:14]=[CH2:13])=[CH:16][CH:17]=3)[CH:3]=[CH:4][CH:5]=2)[C:9]1=[O:11]. Given the reactants Cl[C:2]1[CH:3]=[CH:4][CH:5]=[C:6]2[C:10]=1[C:9](=[O:11])[CH:8]([CH3:12])[CH2:7]2.[CH2:13]=[CH:14][C:15]1[CH:20]=[CH:19][C:18](B(O)O)=[CH:17][CH:16]=1.C(=O)([O-])[O-].[Na+].[Na+].O, predict the reaction product. (2) Given the reactants [CH:1]1([N:6]2[CH2:12][C:11]([F:14])([F:13])[C:10](=[O:15])[N:9]([CH3:16])[C:8]3[CH:17]=[N:18][C:19]([NH:21][C:22]4[CH:30]=[CH:29][C:25]([C:26]([OH:28])=O)=[CH:24][C:23]=4[CH2:31][CH3:32])=[N:20][C:7]2=3)[CH2:5][CH2:4][CH2:3][CH2:2]1.ON1C2C=CC=CC=2N=N1.F[P-](F)(F)(F)(F)F.CN(C(N(C)C)=[N+]1C2C=CC=CC=2[N+]([O-])=N1)C.C(N(C(C)C)CC)(C)C.[NH2:76][CH:77]1[CH2:82][CH2:81][N:80]([CH2:83][CH3:84])[CH2:79][CH2:78]1, predict the reaction product. The product is: [CH:1]1([N:6]2[CH2:12][C:11]([F:14])([F:13])[C:10](=[O:15])[N:9]([CH3:16])[C:8]3[CH:17]=[N:18][C:19]([NH:21][C:22]4[CH:30]=[CH:29][C:25]([C:26]([NH:76][CH:77]5[CH2:82][CH2:81][N:80]([CH2:83][CH3:84])[CH2:79][CH2:78]5)=[O:28])=[CH:24][C:23]=4[CH2:31][CH3:32])=[N:20][C:7]2=3)[CH2:5][CH2:4][CH2:3][CH2:2]1. (3) Given the reactants [N+:1]([C:4]1[CH:9]=[CH:8][C:7]([S:10]([NH:13][C:14]2[CH:15]=[CH:16][C:17]([NH:20][C:21](=[O:23])[CH3:22])=[N:18][CH:19]=2)(=[O:12])=[O:11])=[CH:6][CH:5]=1)([O-])=O.NC1C=CC(OC2N=CN=C(NC(N3CCCC3)=O)C=2)=C(F)C=1, predict the reaction product. The product is: [NH2:1][C:4]1[CH:9]=[CH:8][C:7]([S:10]([NH:13][C:14]2[CH:15]=[CH:16][C:17]([NH:20][C:21](=[O:23])[CH3:22])=[N:18][CH:19]=2)(=[O:11])=[O:12])=[CH:6][CH:5]=1. (4) Given the reactants C(=O)([O-])[O-].[K+].[K+].Cl.[NH2:8]O.[CH3:10][O:11][C:12]1[CH:17]=[CH:16][C:15](/[C:18](/[CH:21]=O)=[CH:19]/[OH:20])=[CH:14][CH:13]=1, predict the reaction product. The product is: [CH3:10][O:11][C:12]1[CH:17]=[CH:16][C:15]([C:18]2[CH:21]=[N:8][O:20][CH:19]=2)=[CH:14][CH:13]=1. (5) The product is: [CH2:1]([N:8]1[CH2:13][CH2:12][N:11]([CH2:14][C:15]2[CH:20]=[CH:19][CH:18]=[CH:17][CH:16]=2)[CH2:10][CH:9]1[CH2:21][F:29])[C:2]1[CH:7]=[CH:6][CH:5]=[CH:4][CH:3]=1. Given the reactants [CH2:1]([N:8]1[CH2:13][CH2:12][N:11]([CH2:14][C:15]2[CH:20]=[CH:19][CH:18]=[CH:17][CH:16]=2)[CH2:10][CH:9]1[CH2:21]O)[C:2]1[CH:7]=[CH:6][CH:5]=[CH:4][CH:3]=1.CCN(S(F)(F)[F:29])CC.[OH-].[Na+], predict the reaction product. (6) Given the reactants [N+:1]([C:4]1[CH:9]=[CH:8][C:7]([OH:10])=[CH:6][CH:5]=1)([O-:3])=[O:2].C([O-])([O-])=O.[K+].[K+].Cl[CH2:18][C:19]([O:21][CH3:22])=[O:20], predict the reaction product. The product is: [N+:1]([C:4]1[CH:9]=[CH:8][C:7]([O:10][CH2:18][C:19]([O:21][CH3:22])=[O:20])=[CH:6][CH:5]=1)([O-:3])=[O:2].